Task: Regression. Given a peptide amino acid sequence and an MHC pseudo amino acid sequence, predict their binding affinity value. This is MHC class I binding data.. Dataset: Peptide-MHC class I binding affinity with 185,985 pairs from IEDB/IMGT The peptide sequence is CYGSLPQEHI. The MHC is Patr-A0701 with pseudo-sequence Patr-A0701. The binding affinity (normalized) is 0.240.